From a dataset of Reaction yield outcomes from USPTO patents with 853,638 reactions. Predict the reaction yield, written as a fraction of the theoretical maximum amount of product (1.0 means a 100% yield; for example, 0.34 means a 34% yield). (1) The reactants are [CH:1]1([NH:5][C@H:6]2[CH2:11][CH2:10][CH2:9][CH2:8][C@H:7]2[NH:12][C:13](=[O:30])[C:14]2[C:19]([C:20]([F:23])([F:22])[F:21])=[CH:18][C:17]([C:24]([F:27])([F:26])[F:25])=[CH:16][C:15]=2[O:28][CH3:29])[CH2:4][CH2:3][CH2:2]1.C=O.[C:33](=O)([O-])[O-].[Na+].[Na+]. The catalyst is C(O)=O. The product is [CH:1]1([N:5]([CH3:33])[CH:6]2[CH2:11][CH2:10][CH2:9][CH2:8][CH:7]2[NH:12][C:13](=[O:30])[C:14]2[C:19]([C:20]([F:21])([F:22])[F:23])=[CH:18][C:17]([C:24]([F:25])([F:26])[F:27])=[CH:16][C:15]=2[O:28][CH3:29])[CH2:4][CH2:3][CH2:2]1. The yield is 0.380. (2) The catalyst is CCOC(C)=O.CN(C=O)C. The yield is 0.780. The product is [C:50]([O:49][C:47]([NH:41][C@@H:40]([C@@H:39]([O:38][Si:31]([C:34]([CH3:35])([CH3:37])[CH3:36])([CH3:32])[CH3:33])[C:54]1[CH:55]=[CH:56][C:57]([C:60]([F:63])([F:62])[F:61])=[CH:58][CH:59]=1)[CH2:44][N:17]([C:15]1[S:16][C:12]([C:8]2[CH:9]=[C:10]3[C:5](=[CH:6][CH:7]=2)[CH:4]=[N:3][C:2]([F:1])=[CH:11]3)=[CH:13][N:14]=1)[C:18](=[O:24])[O:19][C:20]([CH3:21])([CH3:23])[CH3:22])=[O:48])([CH3:53])([CH3:52])[CH3:51]. The reactants are [F:1][C:2]1[N:3]=[CH:4][C:5]2[C:10]([CH:11]=1)=[CH:9][C:8]([C:12]1[S:16][C:15]([NH:17][C:18](=[O:24])[O:19][C:20]([CH3:23])([CH3:22])[CH3:21])=[N:14][CH:13]=1)=[CH:7][CH:6]=2.C(=O)([O-])[O-].[Cs+].[Cs+].[Si:31]([O:38][C@@H:39]([C:54]1[CH:59]=[CH:58][C:57]([C:60]([F:63])([F:62])[F:61])=[CH:56][CH:55]=1)[C@H:40]1[CH2:44]OS(=O)(=O)[N:41]1[C:47]([O:49][C:50]([CH3:53])([CH3:52])[CH3:51])=[O:48])([C:34]([CH3:37])([CH3:36])[CH3:35])([CH3:33])[CH3:32].Cl. (3) The reactants are [CH3:1][N:2]([CH2:4][C:5]1[CH:10]=[CH:9][C:8]([CH:11]2[CH:20]([C:21]3[N:25]([CH3:26])[N:24]=[CH:23][N:22]=3)[C:19](=O)[C:18]3[C:17]([C:28]([O:30]CC)=O)=[CH:16][C:15]([F:33])=[CH:14][C:13]=3[NH:12]2)=[CH:7][CH:6]=1)[CH3:3].O.[NH2:35][NH2:36]. The catalyst is CO. The product is [CH3:3][N:2]([CH2:4][C:5]1[CH:10]=[CH:9][C:8]([CH:11]2[NH:12][C:13]3[C:18]4[C:19](=[N:35][NH:36][C:28](=[O:30])[C:17]=4[CH:16]=[C:15]([F:33])[CH:14]=3)[CH:20]2[C:21]2[N:25]([CH3:26])[N:24]=[CH:23][N:22]=2)=[CH:7][CH:6]=1)[CH3:1]. The yield is 0.300.